From a dataset of Reaction yield outcomes from USPTO patents with 853,638 reactions. Predict the reaction yield, written as a fraction of the theoretical maximum amount of product (1.0 means a 100% yield; for example, 0.34 means a 34% yield). (1) The reactants are [Li]CCCC.[N:6]1[CH:11]=[CH:10][C:9]([C:12]2[N:13]3[CH2:19][CH2:18][CH2:17][C:14]3=[N:15][N:16]=2)=[CH:8][CH:7]=1.Br[CH2:21][C:22]1[N:26]=[C:25]([C:27]2[CH:32]=[CH:31][CH:30]=[C:29]([Cl:33])[CH:28]=2)[O:24][N:23]=1.[NH4+].[Cl-]. The catalyst is C1COCC1. The product is [Cl:33][C:29]1[CH:28]=[C:27]([C:25]2[O:24][N:23]=[C:22]([CH2:21][CH:17]3[C:14]4=[N:15][N:16]=[C:12]([C:9]5[CH:8]=[CH:7][N:6]=[CH:11][CH:10]=5)[N:13]4[CH2:19][CH2:18]3)[N:26]=2)[CH:32]=[CH:31][CH:30]=1. The yield is 0.0100. (2) The reactants are [CH2:1]([N:8]1[CH2:13][CH2:12][C:11]([CH2:15][CH3:16])(O)[CH2:10][CH2:9]1)[C:2]1[CH:7]=[CH:6][CH:5]=[CH:4][CH:3]=1.[CH3:17][C:18]#[N:19].S(=O)(=O)(O)[OH:21].[OH-].[Na+]. No catalyst specified. The product is [CH2:1]([N:8]1[CH2:13][CH2:12][C:11]([NH:19][C:18](=[O:21])[CH3:17])([CH2:15][CH3:16])[CH2:10][CH2:9]1)[C:2]1[CH:7]=[CH:6][CH:5]=[CH:4][CH:3]=1. The yield is 0.830. (3) The reactants are [NH:1]1[CH:5]=[CH:4][N:3]=[CH:2]1.Cl.[CH2:7]([N:14]([CH2:16][CH2:17]Cl)[CH3:15])[C:8]1[CH:13]=[CH:12][CH:11]=[CH:10][CH:9]=1.C([O-])(O)=O.[Na+]. The catalyst is CCO. The product is [CH2:7]([N:14]([CH2:16][CH2:17][N:1]1[CH:5]=[CH:4][N:3]=[CH:2]1)[CH3:15])[C:8]1[CH:13]=[CH:12][CH:11]=[CH:10][CH:9]=1. The yield is 0.300.